Regression. Given a peptide amino acid sequence and an MHC pseudo amino acid sequence, predict their binding affinity value. This is MHC class II binding data. From a dataset of Peptide-MHC class II binding affinity with 134,281 pairs from IEDB. (1) The peptide sequence is YLAILVKYVDGDGDV. The MHC is HLA-DQA10501-DQB10201 with pseudo-sequence HLA-DQA10501-DQB10201. The binding affinity (normalized) is 0.247. (2) The peptide sequence is CHTGVGPNMSCDDVV. The MHC is DRB3_0101 with pseudo-sequence DRB3_0101. The binding affinity (normalized) is 0.0468.